This data is from Full USPTO retrosynthesis dataset with 1.9M reactions from patents (1976-2016). The task is: Predict the reactants needed to synthesize the given product. (1) Given the product [NH:29]1[C:28]2[CH:30]=[CH:31][CH:32]=[CH:33][C:27]=2[N:26]=[C:25]1[C@@H:21]1[CH2:22][CH2:23][CH2:24][N:20]1[C:14]([C@H:13]([CH2:17][CH2:18][CH3:19])[CH2:12][N:9]([OH:8])[CH:10]=[O:11])=[O:15], predict the reactants needed to synthesize it. The reactants are: C([O:8][N:9]([CH2:12][C@@H:13]([CH2:17][CH2:18][CH3:19])[C:14](O)=[O:15])[CH:10]=[O:11])C1C=CC=CC=1.[NH:20]1[CH2:24][CH2:23][CH2:22][C@H:21]1[C:25]1[NH:29][C:28]2[CH:30]=[CH:31][CH:32]=[CH:33][C:27]=2[N:26]=1. (2) Given the product [OH:1][C:2]1[CH:11]=[C:10]([OH:24])[CH:9]=[C:8]2[C:3]=1[C:4](=[O:21])[CH2:5][CH:6]([C:12]1[CH:17]=[CH:16][CH:15]=[C:14]([OH:20])[CH:13]=1)[O:7]2, predict the reactants needed to synthesize it. The reactants are: [OH:1][C:2]1[CH:11]=[CH:10][CH:9]=[C:8]2[C:3]=1[C:4](=[O:21])[CH2:5][CH:6]([C:12]1[CH:17]=[CH:16][C:15](OC)=[C:14]([OH:20])[CH:13]=1)[O:7]2.CC(C1C(O)=CC(O)=CC=1O)=[O:24].OC1C=C(C=CC=1)C=O.